From a dataset of Peptide-MHC class II binding affinity with 134,281 pairs from IEDB. Regression. Given a peptide amino acid sequence and an MHC pseudo amino acid sequence, predict their binding affinity value. This is MHC class II binding data. (1) The peptide sequence is MSIHGKGEWMTTEDM. The MHC is DRB5_0101 with pseudo-sequence DRB5_0101. The binding affinity (normalized) is 0. (2) The peptide sequence is KDKWIALKESWGAIW. The MHC is HLA-DPA10301-DPB10402 with pseudo-sequence HLA-DPA10301-DPB10402. The binding affinity (normalized) is 0.126. (3) The peptide sequence is DIHRLEPVKCDTLLC. The MHC is DRB1_0404 with pseudo-sequence DRB1_0404. The binding affinity (normalized) is 0.617. (4) The peptide sequence is TFAATTNPWASLPG. The MHC is DRB1_0405 with pseudo-sequence DRB1_0405. The binding affinity (normalized) is 0.488.